Dataset: Forward reaction prediction with 1.9M reactions from USPTO patents (1976-2016). Task: Predict the product of the given reaction. (1) Given the reactants Br[C:2]1[CH:3]=[N:4][C:5]2[N:6]([CH:8]=[C:9]([CH2:11][O:12][C:13]3[CH:18]=[CH:17][C:16]([F:19])=[CH:15][N:14]=3)[N:10]=2)[CH:7]=1.[Cl:20][C:21]1[CH:26]=[CH:25][C:24](B(O)O)=[C:23]([CH3:30])[CH:22]=1, predict the reaction product. The product is: [Cl:20][C:21]1[CH:26]=[CH:25][C:24]([C:2]2[CH:3]=[N:4][C:5]3[N:6]([CH:8]=[C:9]([CH2:11][O:12][C:13]4[CH:18]=[CH:17][C:16]([F:19])=[CH:15][N:14]=4)[N:10]=3)[CH:7]=2)=[C:23]([CH3:30])[CH:22]=1. (2) Given the reactants [CH2:1]([C:8]1[CH:9]=[N:10][C:11]2[C:16]([C:17]=1[C:18]1[CH:19]=[C:20]([NH2:24])[CH:21]=[CH:22][CH:23]=1)=[CH:15][CH:14]=[CH:13][C:12]=2[C:25]([F:28])([F:27])[F:26])[C:2]1[CH:7]=[CH:6][CH:5]=[CH:4][CH:3]=1.[OH:29][C:30]1[CH:31]=[C:32]([CH:35]=[CH:36][C:37]=1[O:38][CH3:39])[CH:33]=O, predict the reaction product. The product is: [CH2:1]([C:8]1[CH:9]=[N:10][C:11]2[C:16]([C:17]=1[C:18]1[CH:19]=[C:20]([NH:24][CH2:33][C:32]3[CH:35]=[CH:36][C:37]([O:38][CH3:39])=[C:30]([OH:29])[CH:31]=3)[CH:21]=[CH:22][CH:23]=1)=[CH:15][CH:14]=[CH:13][C:12]=2[C:25]([F:28])([F:26])[F:27])[C:2]1[CH:3]=[CH:4][CH:5]=[CH:6][CH:7]=1. (3) Given the reactants [N:1]([C:9]([O:11][CH:12]([CH3:14])[CH3:13])=[O:10])=[N:1][C:9]([O:11][CH:12]([CH3:14])[CH3:13])=[O:10].[CH2:15]([O:22][C@H:23]([C@@H:56]1N[C@@H:60]([CH3:62])[CH:59](O)[O:58][CH2:57]1)[C@@H:24]([N:41]([CH2:49][C:50]1[CH:55]=[CH:54][CH:53]=[CH:52][CH:51]=1)[CH2:42][C:43]1[CH:48]=[CH:47][CH:46]=[CH:45][CH:44]=1)[CH2:25][C:26]1[CH:31]=[C:30]([F:32])[CH:29]=[C:28]([O:33][CH2:34][C:35]2[CH:40]=[CH:39][CH:38]=[CH:37][CH:36]=2)[CH:27]=1)[C:16]1[CH:21]=[CH:20][CH:19]=[CH:18][CH:17]=1.[F:64][C:65]([F:69])([F:68])[CH2:66][OH:67].[C:70]1(P(C2C=CC=CC=2)C2C=CC=CC=2)C=CC=CC=1, predict the reaction product. The product is: [C:12]([O:11][C:9]([N:1]1[C@@H:56]([C@@H:23]([O:22][CH2:15][C:16]2[CH:21]=[CH:20][CH:19]=[CH:18][CH:17]=2)[C@@H:24]([N:41]([CH2:49][C:50]2[CH:55]=[CH:54][CH:53]=[CH:52][CH:51]=2)[CH2:42][C:43]2[CH:48]=[CH:47][CH:46]=[CH:45][CH:44]=2)[CH2:25][C:26]2[CH:31]=[C:30]([F:32])[CH:29]=[C:28]([O:33][CH2:34][C:35]3[CH:40]=[CH:39][CH:38]=[CH:37][CH:36]=3)[CH:27]=2)[CH2:57][O:58][C@@H:59]([O:67][CH2:66][C:65]([F:69])([F:68])[F:64])[C@@H:60]1[CH3:62])=[O:10])([CH3:13])([CH3:14])[CH3:70]. (4) Given the reactants [F:1][C:2]1[CH:9]=[CH:8][C:5]([CH:6]=O)=[CH:4][CH:3]=1.[CH3:10][O:11][C:12]1[CH:13]=[C:14]([NH2:18])[CH:15]=[N:16][CH:17]=1, predict the reaction product. The product is: [F:1][C:2]1[CH:9]=[CH:8][C:5]([CH:6]=[N:18][C:14]2[CH:15]=[N:16][CH:17]=[C:12]([O:11][CH3:10])[CH:13]=2)=[CH:4][CH:3]=1. (5) The product is: [F:41][C:40]([F:43])([F:42])[S:37]([O:26][C:23]1[CH2:22][CH2:21][C:20]([C:17]2[CH:16]=[CH:15][C:14]([Cl:13])=[CH:19][CH:18]=2)([CH2:27][C:28]#[N:29])[CH2:25][CH:24]=1)(=[O:39])=[O:38]. Given the reactants [Li]CCCC.C(NC(C)C)(C)C.[Cl:13][C:14]1[CH:19]=[CH:18][C:17]([C:20]2([CH2:27][C:28]#[N:29])[CH2:25][CH2:24][C:23](=[O:26])[CH2:22][CH2:21]2)=[CH:16][CH:15]=1.C1C=CC(N([S:37]([C:40]([F:43])([F:42])[F:41])(=[O:39])=[O:38])[S:37]([C:40]([F:43])([F:42])[F:41])(=[O:39])=[O:38])=CC=1, predict the reaction product.